The task is: Predict the product of the given reaction.. This data is from Forward reaction prediction with 1.9M reactions from USPTO patents (1976-2016). (1) Given the reactants [Cl:1][C:2]1[CH:3]=[C:4]([C:33]2[CH:38]=[CH:37][C:36]([S:39]([CH3:42])(=[O:41])=[O:40])=[CH:35][CH:34]=2)[CH:5]=[C:6]([Cl:32])[C:7]=1[CH2:8][C@@H:9]1[CH2:13][CH2:12][N:11]([N:14]2[CH2:19][CH2:18][CH:17]([O:20][Si](C(C)C)(C(C)C)C(C)C)[CH2:16][CH2:15]2)[C:10]1=[O:31].O.C(O)(C(F)(F)F)=O, predict the reaction product. The product is: [Cl:1][C:2]1[CH:3]=[C:4]([C:33]2[CH:38]=[CH:37][C:36]([S:39]([CH3:42])(=[O:40])=[O:41])=[CH:35][CH:34]=2)[CH:5]=[C:6]([Cl:32])[C:7]=1[CH2:8][C@@H:9]1[CH2:13][CH2:12][N:11]([N:14]2[CH2:19][CH2:18][CH:17]([OH:20])[CH2:16][CH2:15]2)[C:10]1=[O:31]. (2) Given the reactants [CH2:1]([O:8][C:9]1[CH:24]=[C:23]([N:25]([CH2:41][C:42]2[CH:47]=[CH:46][C:45](Br)=[CH:44][CH:43]=2)[C:26](=[O:40])[CH2:27][N:28]([CH3:39])[S:29]([C:32]2[CH:37]=[CH:36][C:35]([CH3:38])=[CH:34][CH:33]=2)(=[O:31])=[O:30])[CH:22]=[CH:21][C:10]=1[C:11]([O:13][CH2:14]C1C=CC=CC=1)=[O:12])C1C=CC=CC=1.[C:49]([C:52]1[CH:57]=[CH:56][C:55](B(O)O)=[CH:54][CH:53]=1)([OH:51])=[O:50], predict the reaction product. The product is: [CH2:1]([O:8][C:9]1[CH:24]=[C:23]([N:25]([CH2:41][C:42]2[CH:43]=[CH:44][C:45]([C:55]3[CH:56]=[CH:57][C:52]([C:49]([OH:51])=[O:50])=[CH:53][CH:54]=3)=[CH:46][CH:47]=2)[C:26](=[O:40])[CH2:27][N:28]([CH3:39])[S:29]([C:32]2[CH:33]=[CH:34][C:35]([CH3:38])=[CH:36][CH:37]=2)(=[O:31])=[O:30])[CH:22]=[CH:21][C:10]=1[C:11]([O:13][CH2:14][C:32]1[CH:37]=[CH:36][CH:35]=[CH:34][CH:33]=1)=[O:12])[C:9]1[CH:24]=[CH:23][CH:22]=[CH:21][CH:10]=1. (3) Given the reactants [Br:1][C:2]1[C:11]2[C:6](=[CH:7][CH:8]=[CH:9][CH:10]=2)[C:5]([OH:12])=[CH:4][CH:3]=1.C(=O)([O-])[O-].[K+].[K+].Cl[CH2:20][CH2:21][N:22]1[CH2:27][CH2:26][CH2:25][CH2:24][CH2:23]1.O, predict the reaction product. The product is: [Br:1][C:2]1[C:11]2[C:6](=[CH:7][CH:8]=[CH:9][CH:10]=2)[C:5]([O:12][CH2:20][CH2:21][N:22]2[CH2:27][CH2:26][CH2:25][CH2:24][CH2:23]2)=[CH:4][CH:3]=1. (4) Given the reactants [Cl:1][C:2]1[CH:3]=[CH:4][C:5]2[O:9][C:8]([S:10][C:11]3[CH:12]=[CH:13][C:14](=[O:17])[NH:15][N:16]=3)=[C:7]([CH3:18])[C:6]=2[CH:19]=1.C(OO)(=[O:22])C, predict the reaction product. The product is: [Cl:1][C:2]1[CH:3]=[CH:4][C:5]2[O:9][C:8]([S:10]([C:11]3[CH:12]=[CH:13][C:14](=[O:17])[NH:15][N:16]=3)=[O:22])=[C:7]([CH3:18])[C:6]=2[CH:19]=1. (5) Given the reactants Br[C:2]1[CH:3]=[C:4]([F:17])[C:5]2[CH2:10][O:9][CH:8]([CH2:11][NH:12][CH2:13][CH2:14][CH3:15])[O:7][C:6]=2[CH:16]=1.[CH3:18][S:19]([O-:21])=[O:20].[Na+].N1CCC[C@H]1C(O)=O.C(=O)([O-])[O-].[K+].[K+], predict the reaction product. The product is: [F:17][C:4]1[C:5]2[CH2:10][O:9][CH:8]([CH2:11][NH:12][CH2:13][CH2:14][CH3:15])[O:7][C:6]=2[CH:16]=[C:2]([S:19]([CH3:18])(=[O:21])=[O:20])[CH:3]=1. (6) Given the reactants [CH2:1]([O:3][C:4]([C:6]1[CH:11]=[CH:10][CH:9]=[C:8](Br)[N:7]=1)=[O:5])[CH3:2].[CH:13]1(B(O)O)[CH2:15][CH2:14]1.P([O-])([O-])([O-])=O.[K+].[K+].[K+], predict the reaction product. The product is: [CH2:1]([O:3][C:4]([C:6]1[CH:11]=[CH:10][CH:9]=[C:8]([CH:13]2[CH2:15][CH2:14]2)[N:7]=1)=[O:5])[CH3:2]. (7) Given the reactants [C:1](Cl)([CH3:3])=[O:2].[CH3:5][N:6]1[C:14]2[CH:13]=[C:12]([N:15]3[CH:20]=[CH:19][C:18]([C:21]4[CH:26]=[CH:25][C:24]([C:27]([F:30])([F:29])[F:28])=[CH:23][N:22]=4)=[CH:17][C:16]3=[O:31])[CH:11]=[CH:10][C:9]=2[C:8]2[CH2:32][NH:33][CH2:34][CH2:35][C:7]1=2.CCN(CC)CC.O, predict the reaction product. The product is: [C:1]([N:33]1[CH2:34][CH2:35][C:7]2[N:6]([CH3:5])[C:14]3[CH:13]=[C:12]([N:15]4[CH:20]=[CH:19][C:18]([C:21]5[CH:26]=[CH:25][C:24]([C:27]([F:28])([F:30])[F:29])=[CH:23][N:22]=5)=[CH:17][C:16]4=[O:31])[CH:11]=[CH:10][C:9]=3[C:8]=2[CH2:32]1)(=[O:2])[CH3:3]. (8) Given the reactants [F:1][C:2]([C:5]1[N:6]=[C:7]([CH2:10][N:11]2[N:15]=[C:14]([NH2:16])[CH:13]=[N:12]2)[O:8][CH:9]=1)([F:4])[CH3:3].[I:17][C:18]1[CH:23]=[CH:22][C:21]([C:24]2[O:28][C:27]([CH3:29])=[N:26][C:25]=2[C:30](O)=[O:31])=[CH:20][C:19]=1[CH3:33], predict the reaction product. The product is: [F:1][C:2]([C:5]1[N:6]=[C:7]([CH2:10][N:11]2[N:15]=[C:14]([NH:16][C:30]([C:25]3[N:26]=[C:27]([CH3:29])[O:28][C:24]=3[C:21]3[CH:22]=[CH:23][C:18]([I:17])=[C:19]([CH3:33])[CH:20]=3)=[O:31])[CH:13]=[N:12]2)[O:8][CH:9]=1)([F:4])[CH3:3].